From a dataset of Full USPTO retrosynthesis dataset with 1.9M reactions from patents (1976-2016). Predict the reactants needed to synthesize the given product. (1) Given the product [NH2:17][C:15]1[C:16]2[C:8]([C:5]3[CH:4]=[CH:3][C:2]([NH:1][C:25](=[O:32])[C:26]4[CH:31]=[CH:30][CH:29]=[CH:28][CH:27]=4)=[CH:7][CH:6]=3)=[C:9]([CH3:18])[S:10][C:11]=2[N:12]=[CH:13][N:14]=1, predict the reactants needed to synthesize it. The reactants are: [NH2:1][C:2]1[CH:7]=[CH:6][C:5]([C:8]2[C:16]3[C:15]([NH2:17])=[N:14][CH:13]=[N:12][C:11]=3[S:10][C:9]=2[CH3:18])=[CH:4][CH:3]=1.N1C=CC=CC=1.[C:25](Cl)(=[O:32])[C:26]1[CH:31]=[CH:30][CH:29]=[CH:28][CH:27]=1. (2) Given the product [NH2:5][C:6]1[N:11]=[CH:10][C:9](/[CH:12]=[CH:13]/[C:14]([N:28]([CH3:29])[CH2:27][C:19]2[N:18]([CH3:17])[C:26]3[C:21]([CH:20]=2)=[CH:22][CH:23]=[CH:24][CH:25]=3)=[O:16])=[CH:8][CH:7]=1, predict the reactants needed to synthesize it. The reactants are: C(Cl)CCl.[NH2:5][C:6]1[N:11]=[CH:10][C:9](/[CH:12]=[CH:13]/[C:14]([OH:16])=O)=[CH:8][CH:7]=1.[CH3:17][N:18]1[C:26]2[C:21](=[CH:22][CH:23]=[CH:24][CH:25]=2)[CH:20]=[C:19]1[CH2:27][NH:28][CH3:29].C1C=CC2N(O)N=NC=2C=1.O.C(N(CC)CC)C. (3) Given the product [F:28][C:29]([F:40])([F:39])[C:30]([NH:1][C:2]1[CH:3]=[C:4]2[C:8](=[CH:9][CH:10]=1)[NH:7][CH:6]=[C:5]2[CH2:11][CH2:12][CH2:13][N:14]1[CH2:19][CH2:18][N:17]([C:20]2[C:25]([O:26][CH3:27])=[CH:24][N:23]=[CH:22][N:21]=2)[CH2:16][CH2:15]1)=[O:31], predict the reactants needed to synthesize it. The reactants are: [NH2:1][C:2]1[CH:3]=[C:4]2[C:8](=[CH:9][CH:10]=1)[NH:7][CH:6]=[C:5]2[CH2:11][CH2:12][CH2:13][N:14]1[CH2:19][CH2:18][N:17]([C:20]2[C:25]([O:26][CH3:27])=[CH:24][N:23]=[CH:22][N:21]=2)[CH2:16][CH2:15]1.[F:28][C:29]([F:40])([F:39])[C:30](O[C:30](=[O:31])[C:29]([F:40])([F:39])[F:28])=[O:31]. (4) Given the product [OH:8][C:6]1[CH:7]=[C:2]([CH3:1])[C:3]([C:12]2([C:3]3[C:2]([CH3:1])=[CH:7][C:6]([OH:8])=[C:5]([N+:9]([O-:11])=[O:10])[CH:4]=3)[C:13]3[C:14](=[CH:18][CH:19]=[CH:20][CH:21]=3)[C:15](=[O:16])[O:17]2)=[CH:4][C:5]=1[N+:9]([O-:11])=[O:10], predict the reactants needed to synthesize it. The reactants are: [CH3:1][C:2]1[CH:3]=[CH:4][C:5]([N+:9]([O-:11])=[O:10])=[C:6]([OH:8])[CH:7]=1.[C:12]1(=O)[O:17][C:15](=[O:16])[C:14]2=[CH:18][CH:19]=[CH:20][CH:21]=[C:13]12.